From a dataset of Full USPTO retrosynthesis dataset with 1.9M reactions from patents (1976-2016). Predict the reactants needed to synthesize the given product. Given the product [CH3:23][C:22]1[CH:21]=[CH:20][C:14]([C:15]([O:17][CH2:18][CH3:19])=[O:16])=[CH:13][C:12]=1[C:8]1[CH:7]=[C:6]2[C:11](=[CH:10][CH:9]=1)[C:2]([CH3:24])=[N:3][N:4]=[CH:5]2, predict the reactants needed to synthesize it. The reactants are: Cl[C:2]1[C:11]2[C:6](=[CH:7][C:8]([C:12]3[CH:13]=[C:14]([CH:20]=[CH:21][C:22]=3[CH3:23])[C:15]([O:17][CH2:18][CH3:19])=[O:16])=[CH:9][CH:10]=2)[CH:5]=[N:4][N:3]=1.[CH2:24]1COCC1.CN1CCCC1=O.C[Mg]Br.